This data is from Forward reaction prediction with 1.9M reactions from USPTO patents (1976-2016). The task is: Predict the product of the given reaction. (1) Given the reactants O[CH2:2][C:3]1[C:4]([C:27]([O:29][CH2:30][CH3:31])=[O:28])=[N:5][N:6]([C:8]([C:21]2[CH:26]=[CH:25][CH:24]=[CH:23][CH:22]=2)([C:15]2[CH:20]=[CH:19][CH:18]=[CH:17][CH:16]=2)[C:9]2[CH:14]=[CH:13][CH:12]=[CH:11][CH:10]=2)[CH:7]=1.C1(P(C2C=CC=CC=2)C2C=CC=CC=2)C=CC=CC=1.[I:51]I.N1C=CN=C1, predict the reaction product. The product is: [I:51][CH2:2][C:3]1[C:4]([C:27]([O:29][CH2:30][CH3:31])=[O:28])=[N:5][N:6]([C:8]([C:21]2[CH:26]=[CH:25][CH:24]=[CH:23][CH:22]=2)([C:15]2[CH:20]=[CH:19][CH:18]=[CH:17][CH:16]=2)[C:9]2[CH:14]=[CH:13][CH:12]=[CH:11][CH:10]=2)[CH:7]=1. (2) Given the reactants [Cl:1]([OH:5])(=[O:4])(=[O:3])=[O:2].[C:6]([O:9]C(=O)C)(=[O:8])[CH3:7], predict the reaction product. The product is: [Cl:1]([OH:5])(=[O:4])(=[O:3])=[O:2].[C:6]([OH:9])(=[O:8])[CH3:7]. (3) Given the reactants [F:1][C:2]1[CH:35]=[CH:34][C:5]([CH2:6][N:7]2[C:19](=[O:20])[C:18]3[C:17]([O:21][Si:22]([CH:29]([CH3:31])[CH3:30])([CH:26]([CH3:28])[CH3:27])[CH:23]([CH3:25])[CH3:24])=[C:16]4[C:11]([CH:12]=[CH:13][CH:14]=[N:15]4)=[C:10]([NH2:32])[C:9]=3[C:8]2=[O:33])=[CH:4][CH:3]=1.C(N(CC)CC)C.[CH3:43][S:44]([Cl:47])(=[O:46])=[O:45].[NH4+].[Cl-], predict the reaction product. The product is: [CH3:43][S:44]([Cl:47])(=[O:46])=[O:45].[F:1][C:2]1[CH:3]=[CH:4][C:5]([CH2:6][N:7]2[C:19](=[O:20])[C:18]3[C:17]([O:21][Si:22]([CH:29]([CH3:31])[CH3:30])([CH:26]([CH3:27])[CH3:28])[CH:23]([CH3:25])[CH3:24])=[C:16]4[C:11]([CH:12]=[CH:13][CH:14]=[N:15]4)=[C:10]([N:32]([S:44]([CH3:43])(=[O:46])=[O:45])[S:44]([CH3:43])(=[O:46])=[O:45])[C:9]=3[C:8]2=[O:33])=[CH:34][CH:35]=1. (4) Given the reactants Cl.[NH:2]1[CH:6]=[CH:5][N:4]=[C:3]1[C:7]1[N:12]=[CH:11][CH:10]=[CH:9][N:8]=1.[H-].[Na+].[CH3:15][O:16][C:17](=[O:20])[CH2:18]Br.[NH4+].[Cl-], predict the reaction product. The product is: [CH3:15][O:16][C:17](=[O:20])[CH2:18][N:2]1[CH:6]=[CH:5][N:4]=[C:3]1[C:7]1[N:8]=[CH:9][CH:10]=[CH:11][N:12]=1.